This data is from Catalyst prediction with 721,799 reactions and 888 catalyst types from USPTO. The task is: Predict which catalyst facilitates the given reaction. (1) Reactant: [F:1][C:2]1[CH:3]=[C:4]([CH:7]=[CH:8][C:9]=1[F:10])[CH:5]=O.CO[CH:13](OC)[CH2:14][NH2:15].[BH4-].[Na+].[C:20](#[N:24])[CH2:21][C:22]#[N:23].CC1C=CC(S(O)(=O)=O)=CC=1.C(N(CC)CC)C. Product: [NH2:23][C:22]1[N:15]([CH2:5][C:4]2[CH:7]=[CH:8][C:9]([F:10])=[C:2]([F:1])[CH:3]=2)[CH:14]=[CH:13][C:21]=1[C:20]#[N:24]. The catalyst class is: 48. (2) Reactant: [I:1][C:2]1[CH:3]=[C:4]([C:15]([F:18])([F:17])[F:16])[C:5]2[N:6]([CH:8]=[C:9]([C:11]([O:13][CH3:14])=[O:12])[N:10]=2)[CH:7]=1.[Br:19]N1C(=O)CCC1=O. Product: [Br:19][C:8]1[N:6]2[CH:7]=[C:2]([I:1])[CH:3]=[C:4]([C:15]([F:17])([F:18])[F:16])[C:5]2=[N:10][C:9]=1[C:11]([O:13][CH3:14])=[O:12]. The catalyst class is: 35. (3) Reactant: [N+:1]([C:4]1[CH:16]=[CH:15][C:14]2[C:13]3[C:8](=[CH:9][CH:10]=[CH:11][CH:12]=3)[CH2:7][C:6]=2[CH:5]=1)([O-:3])=[O:2].[OH-].[K+].[I-].[K+].O. Product: [CH2:16]([C:7]1([CH2:7][CH2:8][CH2:9][CH3:10])[C:6]2[CH:5]=[C:4]([N+:1]([O-:3])=[O:2])[CH:16]=[CH:15][C:14]=2[C:13]2[C:8]1=[CH:9][CH:10]=[CH:11][CH:12]=2)[CH2:4][CH2:5][CH3:6]. The catalyst class is: 16. (4) Reactant: [OH:1][C:2]1[CH:10]=[C:9]([O:11][CH2:12][CH2:13][CH2:14][CH2:15][CH2:16][CH2:17][CH2:18][CH3:19])[CH:8]=[CH:7][C:3]=1[C:4]([NH2:6])=O.C([Sn](=O)CCCC)CCC. Product: [OH:1][C:2]1[CH:10]=[C:9]([O:11][CH2:12][CH2:13][CH2:14][CH2:15][CH2:16][CH2:17][CH2:18][CH3:19])[CH:8]=[CH:7][C:3]=1[C:4]#[N:6]. The catalyst class is: 11. (5) Reactant: Cl.[N:2]1[CH:7]=[CH:6][CH:5]=[CH:4][C:3]=1[C:8]([NH2:10])=[NH:9].C[O-].[Na+].C([O:16][CH:17]=[C:18]([C:24](OCC)=O)[C:19]([O:21]CC)=[O:20])C.[OH-].[K+].Cl. Product: [OH:16][C:17]1[C:18]([C:19]([OH:21])=[O:20])=[CH:24][N:10]=[C:8]([C:3]2[CH:4]=[CH:5][CH:6]=[CH:7][N:2]=2)[N:9]=1. The catalyst class is: 24. (6) Reactant: [CH:1]1([CH2:7][NH:8][C:9]2[CH:14]=[CH:13][C:12]([NH:15][S:16]([C:19]3[S:20][CH:21]=[CH:22][CH:23]=3)(=[O:18])=[O:17])=[CH:11][C:10]=2[N+:24]([O-])=O)[CH2:6][CH2:5][CH2:4][CH2:3][CH2:2]1.O.O.[Sn](Cl)Cl. Product: [NH2:24][C:10]1[CH:11]=[C:12]([NH:15][S:16]([C:19]2[S:20][CH:21]=[CH:22][CH:23]=2)(=[O:18])=[O:17])[CH:13]=[CH:14][C:9]=1[NH:8][CH2:7][CH:1]1[CH2:6][CH2:5][CH2:4][CH2:3][CH2:2]1. The catalyst class is: 3. (7) The catalyst class is: 1. Reactant: [H-].[Na+].C(OP([CH2:11][C:12]([O:14][CH2:15][CH3:16])=[O:13])(OCC)=O)C.[N+:17]([C:20]1[CH:21]=[C:22]([C:36](=O)[CH3:37])[CH:23]=[CH:24][C:25]=1[O:26][CH:27]([C:30]1[CH:35]=[CH:34][CH:33]=[CH:32][CH:31]=1)[CH2:28][CH3:29])([O-:19])=[O:18]. Product: [N+:17]([C:20]1[CH:21]=[C:22]([C:36]([CH3:37])=[CH:11][C:12]([O:14][CH2:15][CH3:16])=[O:13])[CH:23]=[CH:24][C:25]=1[O:26][CH:27]([C:30]1[CH:31]=[CH:32][CH:33]=[CH:34][CH:35]=1)[CH2:28][CH3:29])([O-:19])=[O:18].